Dataset: Full USPTO retrosynthesis dataset with 1.9M reactions from patents (1976-2016). Task: Predict the reactants needed to synthesize the given product. (1) Given the product [NH2:8][C:9]1[C:10]([F:18])=[C:11]([CH:14]=[CH:15][C:16]=1[F:17])[CH2:12][NH:13][C:1](=[O:6])[C:2]([CH3:5])([CH3:4])[CH3:3], predict the reactants needed to synthesize it. The reactants are: [C:1](Cl)(=[O:6])[C:2]([CH3:5])([CH3:4])[CH3:3].[NH2:8][C:9]1[C:10]([F:18])=[C:11]([CH:14]=[CH:15][C:16]=1[F:17])[CH2:12][NH2:13].C([O-])(O)=O.[Na+]. (2) Given the product [Cl:32][C:33]1[C:34]([C:57]([NH2:4])=[O:59])=[N:35][N:36]2[C:42]=1[CH2:41][CH2:40][O:39][C:38]1[CH:43]=[CH:44][C:45]([C:47]#[C:48][C@:49]3([OH:56])[CH2:53][CH2:52][N:51]([CH3:54])[C:50]3=[O:55])=[CH:46][C:37]2=1, predict the reactants needed to synthesize it. The reactants are: ClC1C(C(OCC)=O)=[N:4]N2C=1CCOC1C=CC(I)=CC2=1.C([C@]1(O)CCN(C)C1=O)#C.[Cl:32][C:33]1[C:34]([C:57]([O:59]CC)=O)=[N:35][N:36]2[C:42]=1[CH2:41][CH2:40][O:39][C:38]1[CH:43]=[CH:44][C:45]([C:47]#[C:48][C@:49]3([OH:56])[CH2:53][CH2:52][N:51]([CH3:54])[C:50]3=[O:55])=[CH:46][C:37]2=1. (3) Given the product [CH3:10][S:9][C:5]1[CH:4]=[C:3]([OH:2])[CH:8]=[CH:7][CH:6]=1, predict the reactants needed to synthesize it. The reactants are: C[O:2][C:3]1[CH:8]=[CH:7][CH:6]=[C:5]([S:9][CH3:10])[CH:4]=1.O. (4) Given the product [CH2:9]([S:8][C:5]1[CH:6]=[CH:7][C:2]([NH:1][C:27]2[CH:26]=[C:25]([F:33])[C:24]([Br:23])=[CH:29][C:28]=2[O:30][CH3:31])=[C:3](/[CH:16]=[CH:17]/[C:18]([O:20][CH2:21][CH3:22])=[O:19])[CH:4]=1)[C:10]1[CH:15]=[CH:14][CH:13]=[CH:12][CH:11]=1, predict the reactants needed to synthesize it. The reactants are: [NH2:1][C:2]1[CH:7]=[CH:6][C:5]([S:8][CH2:9][C:10]2[CH:15]=[CH:14][CH:13]=[CH:12][CH:11]=2)=[CH:4][C:3]=1/[CH:16]=[CH:17]/[C:18]([O:20][CH2:21][CH3:22])=[O:19].[Br:23][C:24]1[CH:29]=[C:28]([O:30][CH3:31])[C:27](I)=[CH:26][C:25]=1[F:33].C([O-])([O-])=O.[Cs+].[Cs+].CC1(C)C2C(=C(P(C3C=CC=CC=3)C3C=CC=CC=3)C=CC=2)OC2C(P(C3C=CC=CC=3)C3C=CC=CC=3)=CC=CC1=2. (5) Given the product [NH2:20][CH2:19][CH2:4][CH2:3][N:2]([CH3:1])[S:14]([C:9]1[CH:10]=[CH:11][CH:12]=[CH:13][C:8]=1[C:6]#[N:7])(=[O:16])=[O:15], predict the reactants needed to synthesize it. The reactants are: [CH3:1][NH:2][CH2:3][CH2:4]N.[C:6]([C:8]1[CH:13]=[CH:12][CH:11]=[CH:10][C:9]=1[S:14](Cl)(=[O:16])=[O:15])#[N:7].C[CH2:19][N:20](CC)CC. (6) Given the product [C:23]([O:22][C:20]([N:27]1[CH2:32][CH:31]2[CH2:33][CH:28]1[CH2:29][N:30]2[C:2]1[CH:7]=[C:6]([C:8]2[CH:13]=[CH:12][N:11]=[C:10]([Cl:14])[CH:9]=2)[N:5]=[C:4]([S:15][CH3:16])[N:3]=1)=[O:21])([CH3:26])([CH3:24])[CH3:25], predict the reactants needed to synthesize it. The reactants are: Cl[C:2]1[CH:7]=[C:6]([C:8]2[CH:13]=[CH:12][N:11]=[C:10]([Cl:14])[CH:9]=2)[N:5]=[C:4]([S:15][CH3:16])[N:3]=1.CC#N.[C:20]([N:27]1[CH2:32][C@@H:31]2[CH2:33][CH:28]1[CH2:29][NH:30]2)([O:22][C:23]([CH3:26])([CH3:25])[CH3:24])=[O:21].C([O-])([O-])=O.[K+].[K+]. (7) Given the product [O:1]1[CH2:2][CH2:3][N:4]([CH2:7][CH2:8][CH2:9][C:10]([OH:12])=[O:11])[CH2:5][CH2:6]1.[ClH:15], predict the reactants needed to synthesize it. The reactants are: [O:1]1[CH2:6][CH2:5][N:4]([CH2:7][CH2:8][CH2:9][C:10]([O:12]CC)=[O:11])[CH2:3][CH2:2]1.[ClH:15]. (8) Given the product [ClH:33].[ClH:33].[NH2:8][CH2:9][CH2:10][CH2:11][C@@H:12]([CH2:16][C:17]1[N:18]=[CH:19][N:20]2[C:29]3[C:24](=[CH:25][C:26]([CH2:30][CH2:31][CH3:32])=[CH:27][CH:28]=3)[CH2:23][CH2:22][C:21]=12)[C:13]([OH:15])=[O:14], predict the reactants needed to synthesize it. The reactants are: C(OC([NH:8][CH2:9][CH2:10][CH2:11][C@@H:12]([CH2:16][C:17]1[N:18]=[CH:19][N:20]2[C:29]3[C:24](=[CH:25][C:26]([CH2:30][CH2:31][CH3:32])=[CH:27][CH:28]=3)[CH2:23][CH2:22][C:21]=12)[C:13]([OH:15])=[O:14])=O)(C)(C)C.[ClH:33].